The task is: Regression. Given a peptide amino acid sequence and an MHC pseudo amino acid sequence, predict their binding affinity value. This is MHC class I binding data.. This data is from Peptide-MHC class I binding affinity with 185,985 pairs from IEDB/IMGT. (1) The peptide sequence is RYSNFAWYF. The MHC is HLA-B08:01 with pseudo-sequence HLA-B08:01. The binding affinity (normalized) is 0.0847. (2) The peptide sequence is EMWAQDAAMY. The MHC is HLA-A03:01 with pseudo-sequence HLA-A03:01. The binding affinity (normalized) is 0.430. (3) The peptide sequence is VTLAILTALR. The MHC is HLA-A33:01 with pseudo-sequence HLA-A33:01. The binding affinity (normalized) is 0.470. (4) The peptide sequence is EFKRRLKDL. The MHC is HLA-B57:01 with pseudo-sequence HLA-B57:01. The binding affinity (normalized) is 0.0847. (5) The peptide sequence is GEYRSGNNL. The MHC is HLA-A02:01 with pseudo-sequence HLA-A02:01. The binding affinity (normalized) is 0.0847. (6) The peptide sequence is YAMAIRQAI. The MHC is HLA-C05:01 with pseudo-sequence HLA-C05:01. The binding affinity (normalized) is 0.287. (7) The MHC is HLA-C06:02 with pseudo-sequence HLA-C06:02. The peptide sequence is FARQNNGAF. The binding affinity (normalized) is 0.263.